Binary Classification. Given a T-cell receptor sequence (or CDR3 region) and an epitope sequence, predict whether binding occurs between them. From a dataset of TCR-epitope binding with 47,182 pairs between 192 epitopes and 23,139 TCRs. (1) The epitope is AIMTRCLAV. The TCR CDR3 sequence is CAISEDPDRELDYGYTF. Result: 1 (the TCR binds to the epitope). (2) The epitope is KLNVGDYFV. The TCR CDR3 sequence is CASSIPGYEQYF. Result: 1 (the TCR binds to the epitope). (3) The TCR CDR3 sequence is CASSQRNRVQQYF. The epitope is TLVPQEHYV. Result: 1 (the TCR binds to the epitope). (4) The epitope is GPGHKARVL. The TCR CDR3 sequence is CASSYGGRDTQYF. Result: 0 (the TCR does not bind to the epitope). (5) Result: 1 (the TCR binds to the epitope). The TCR CDR3 sequence is CASSWGRIYGYTF. The epitope is LPRRSGAAGA. (6) The epitope is LLQTGIHVRVSQPSL. The TCR CDR3 sequence is CASSKRQDHFTETQYF. Result: 0 (the TCR does not bind to the epitope). (7) The epitope is KLPDDFTGCV. The TCR CDR3 sequence is CASSYVDSRNEQFF. Result: 1 (the TCR binds to the epitope). (8) The epitope is NLVPMVATV. The TCR CDR3 sequence is CAWSVRGHNTGELFF. Result: 1 (the TCR binds to the epitope). (9) The epitope is KLGGALQAK. The TCR CDR3 sequence is CASSAGTGYQPQHF. Result: 1 (the TCR binds to the epitope).